This data is from Catalyst prediction with 721,799 reactions and 888 catalyst types from USPTO. The task is: Predict which catalyst facilitates the given reaction. (1) Reactant: [F:1][C:2]1[CH:7]=[C:6]([F:8])[CH:5]=[CH:4][C:3]=1[N:9]1[C:13]2[N:14]([CH2:20][CH3:21])[C:15](=[O:19])[C:16](=O)[NH:17][C:12]=2[CH:11]=[N:10]1.O=P(Cl)(Cl)[Cl:24].C(N(CC)C(C)C)(C)C. Product: [Cl:24][C:16]1[C:15](=[O:19])[N:14]([CH2:20][CH3:21])[C:13]2[N:9]([C:3]3[CH:4]=[CH:5][C:6]([F:8])=[CH:7][C:2]=3[F:1])[N:10]=[CH:11][C:12]=2[N:17]=1. The catalyst class is: 11. (2) Reactant: [NH:1]1[CH:5]=[CH:4][N:3]=[C:2]1[CH:6]([NH:18][C:19]([N:21]1[CH2:26][CH2:25][CH:24]([N:27]2[CH2:36][C:35]3[C:30](=[CH:31][CH:32]=[CH:33][CH:34]=3)[NH:29][C:28]2=[O:37])[CH2:23][CH2:22]1)=[O:20])[CH2:7][C:8]1[CH:9]=[C:10]2[C:14](=[C:15]([CH3:17])[CH:16]=1)[NH:13][N:12]=[CH:11]2.[CH2:38](Br)[C:39]1[CH:44]=[CH:43][CH:42]=[CH:41][CH:40]=1. Product: [CH2:38]([N:3]1[CH:4]=[CH:5][N:1]=[C:2]1[CH:6]([NH:18][C:19]([N:21]1[CH2:26][CH2:25][CH:24]([N:27]2[CH2:36][C:35]3[C:30](=[CH:31][CH:32]=[CH:33][CH:34]=3)[NH:29][C:28]2=[O:37])[CH2:23][CH2:22]1)=[O:20])[CH2:7][C:8]1[CH:9]=[C:10]2[C:14](=[C:15]([CH3:17])[CH:16]=1)[NH:13][N:12]=[CH:11]2)[C:39]1[CH:44]=[CH:43][CH:42]=[CH:41][CH:40]=1. The catalyst class is: 16. (3) The catalyst class is: 2. Product: [Cl:1][C:2]1[CH:7]=[C:6]([CH2:8][CH2:9][CH2:10][CH:11]=[O:12])[C:5]([C:13]#[N:14])=[CH:4][C:3]=1[NH:15][C:16]1[N:21]=[C:20]([N:22]([CH:32]2[CH2:33][CH2:34]2)[CH2:23][C:24]2[CH:29]=[CH:28][C:27]([O:30][CH3:31])=[CH:26][CH:25]=2)[C:19]2=[N:35][CH:36]=[C:37]([C:38]#[N:39])[N:18]2[N:17]=1. Reactant: [Cl:1][C:2]1[CH:7]=[C:6]([CH2:8][CH2:9][CH2:10][CH2:11][OH:12])[C:5]([C:13]#[N:14])=[CH:4][C:3]=1[NH:15][C:16]1[N:21]=[C:20]([N:22]([CH:32]2[CH2:34][CH2:33]2)[CH2:23][C:24]2[CH:29]=[CH:28][C:27]([O:30][CH3:31])=[CH:26][CH:25]=2)[C:19]2=[N:35][CH:36]=[C:37]([C:38]#[N:39])[N:18]2[N:17]=1.CC(OI1(OC(C)=O)(OC(C)=O)OC(=O)C2C=CC=CC1=2)=O. (4) Reactant: [C:1]([CH2:3][O:4][CH2:5][C@@H:6]([NH:8][C:9]([C:11]1[C:19]2[C:14](=[N:15][CH:16]=[C:17]([C:20]3[C:28]4[C:23](=[CH:24][C:25]([F:29])=[CH:26][CH:27]=4)[N:22]([CH3:30])[N:21]=3)[N:18]=2)[N:13](COCC[Si](C)(C)C)[CH:12]=1)=[O:10])[CH3:7])#[N:2].CCCC[N+](CCCC)(CCCC)CCCC.[F-]. Product: [C:1]([CH2:3][O:4][CH2:5][C@@H:6]([NH:8][C:9]([C:11]1[C:19]2[C:14](=[N:15][CH:16]=[C:17]([C:20]3[C:28]4[C:23](=[CH:24][C:25]([F:29])=[CH:26][CH:27]=4)[N:22]([CH3:30])[N:21]=3)[N:18]=2)[NH:13][CH:12]=1)=[O:10])[CH3:7])#[N:2]. The catalyst class is: 1. (5) Reactant: Cl[C:2]1[CH:7]=[CH:6][C:5]([N+:8]([O-:10])=[O:9])=[CH:4][CH:3]=1.[NH:11]1[CH2:16][CH2:15][S:14][CH2:13][CH2:12]1. Product: [N+:8]([C:5]1[CH:6]=[CH:7][C:2]([N:11]2[CH2:16][CH2:15][S:14][CH2:13][CH2:12]2)=[CH:3][CH:4]=1)([O-:10])=[O:9]. The catalyst class is: 51.